From a dataset of Catalyst prediction with 721,799 reactions and 888 catalyst types from USPTO. Predict which catalyst facilitates the given reaction. (1) Reactant: F[C:2]1[CH:7]=[CH:6][C:5]([C:8]([F:11])([F:10])[F:9])=[CH:4][C:3]=1[N+:12]([O-:14])=[O:13].[CH3:15][C:16]([OH:20])([CH2:18][NH2:19])[CH3:17].C(N(C(C)C)CC)(C)C. Product: [CH3:15][C:16]([OH:20])([CH3:17])[CH2:18][NH:19][C:2]1[CH:7]=[CH:6][C:5]([C:8]([F:11])([F:10])[F:9])=[CH:4][C:3]=1[N+:12]([O-:14])=[O:13]. The catalyst class is: 3. (2) Reactant: [CH2:1]([O:3][C:4](=[O:24])[CH:5]([O:22][CH3:23])[CH2:6][C:7]1[CH:12]=[CH:11][C:10]([O:13]CC2C=CC=CC=2)=[CH:9][C:8]=1[Cl:21])[CH3:2]. Product: [CH2:1]([O:3][C:4](=[O:24])[CH:5]([O:22][CH3:23])[CH2:6][C:7]1[CH:12]=[CH:11][C:10]([OH:13])=[CH:9][C:8]=1[Cl:21])[CH3:2]. The catalyst class is: 13. (3) Reactant: Br[C:2]1[CH:7]=[CH:6][C:5]([N:8]2[C:13]3=[N:14][C:15]4[C:16](=[C:17]([C:22]([O:24][CH3:25])=[O:23])[CH:18]=[CH:19][C:20]=4[Cl:21])[N:12]3[CH2:11][CH2:10][CH2:9]2)=[C:4]([Cl:26])[CH:3]=1.C[O-].[Na+].[C:30](=O)([O-])[O-:31].[K+].[K+].CI. Product: [Cl:21][C:20]1[CH:19]=[CH:18][C:17]([C:22]([O:24][CH3:25])=[O:23])=[C:16]2[C:15]=1[N:14]=[C:13]1[N:8]([C:5]3[CH:6]=[CH:7][C:2]([O:31][CH3:30])=[CH:3][C:4]=3[Cl:26])[CH2:9][CH2:10][CH2:11][N:12]21. The catalyst class is: 590. (4) Product: [C:5]([O:7][C:6](=[O:8])[C:5]1[CH:9]=[CH:10][C:2]([OH:1])=[CH:3][CH:4]=1)([CH3:9])([CH3:6])[CH3:4]. Reactant: [OH:1][C:2]1[CH:10]=[CH:9][C:5]([C:6]([OH:8])=[O:7])=[CH:4][CH:3]=1. The catalyst class is: 11. (5) Reactant: C([O:5][C:6](=[O:55])[C:7]([O:10]/[N:11]=[C:12](/[C:42]1[N:43]=[C:44]([NH:47]C(OC(C)(C)C)=O)[S:45][CH:46]=1)\[C:13]([NH:15][C@H:16]1[C@@H:19]([CH2:20][N:21]2[CH2:25][C@@H:24]([CH2:26][O:27]COCC[Si](C)(C)C)[O:23][C:22]2=[O:36])[N:18]([S:37]([OH:40])(=[O:39])=[O:38])[C:17]1=[O:41])=[O:14])([CH3:9])[CH3:8])(C)(C)C.C(O)(C(F)(F)F)=O. Product: [NH2:47][C:44]1[S:45][CH:46]=[C:42](/[C:12](=[N:11]/[O:10][C:7]([CH3:9])([CH3:8])[C:6]([OH:55])=[O:5])/[C:13]([NH:15][C@@H:16]2[C:17](=[O:41])[N:18]([S:37]([OH:40])(=[O:39])=[O:38])[C@@H:19]2[CH2:20][N:21]2[CH2:25][C@@H:24]([CH2:26][OH:27])[O:23][C:22]2=[O:36])=[O:14])[N:43]=1. The catalyst class is: 2. (6) Reactant: [Cl:1][C:2]1[C:7]2[O:8][CH2:9][CH2:10][CH2:11][O:12][C:6]=2[CH:5]=[C:4]([CH2:13][NH:14][CH2:15][CH:16]([CH3:18])[CH3:17])[CH:3]=1.[CH3:19][C:20]([O:23][C:24]([NH:26][CH2:27][CH2:28][C:29](O)=[O:30])=[O:25])([CH3:22])[CH3:21].Cl.C(N=C=NCCCN(C)C)C.CC1C=CN=C(N)C=1C. Product: [Cl:1][C:2]1[C:7]2[O:8][CH2:9][CH2:10][CH2:11][O:12][C:6]=2[CH:5]=[C:4]([CH2:13][N:14]([CH2:15][CH:16]([CH3:18])[CH3:17])[C:29](=[O:30])[CH2:28][CH2:27][NH:26][C:24]([O:23][C:20]([CH3:21])([CH3:19])[CH3:22])=[O:25])[CH:3]=1. The catalyst class is: 4. (7) Reactant: [CH3:1][O-:2].[Na+].[O:4]1[CH2:9][CH2:8][CH2:7][CH2:6][C:5]1=[O:10]. Product: [CH3:1][O:2][C:9](=[O:4])[CH2:8][CH2:7][CH2:6][CH2:5][OH:10]. The catalyst class is: 5. (8) Reactant: [CH3:1][O:2][C:3](=[O:18])[C:4]([CH3:17])([CH3:16])[CH2:5][O:6][C:7]1[CH:12]=[CH:11][C:10]([Br:13])=[CH:9][C:8]=1[CH:14]=O.[CH3:19][Si:20]([N-][Si:20]([CH3:22])([CH3:21])[CH3:19])([CH3:22])[CH3:21].[Li+].C[Si](Cl)(C)C.[CH2:34]([N:36](CC)CC)[CH3:35].C(Cl)(=[O:43])C. Product: [Br:13][C:10]1[CH:11]=[CH:12][C:7]([O:6][CH2:5][C:4]([C:3]([O:2][CH3:1])=[O:18])([CH3:17])[CH3:16])=[C:8]([CH:14]=[N:36][C:34]([O:43][Si:20]([CH3:22])([CH3:21])[CH3:19])=[CH2:35])[CH:9]=1. The catalyst class is: 165. (9) Reactant: C([O:3][C:4]1[CH2:13][C:12]2[C:11]([NH2:14])=[CH:10][CH:9]=[CH:8][C:7]=2[CH2:6][CH:5]=1)C.Cl.C(=O)(O)[O-].[Na+]. Product: [NH2:14][C:11]1[CH:10]=[CH:9][CH:8]=[C:7]2[C:12]=1[CH2:13][C:4](=[O:3])[CH2:5][CH2:6]2. The catalyst class is: 7. (10) Reactant: C1(O[C:8](=[O:20])[NH:9][C:10]2[CH:15]=[CH:14][N:13]=[C:12]([C:16]([F:19])([F:18])[F:17])[CH:11]=2)C=CC=CC=1.[Cl:21][C:22]1[CH:28]=[C:27]([O:29][C:30]2[C:31]3[N:38]([CH3:39])[CH:37]=[CH:36][C:32]=3[N:33]=[CH:34][N:35]=2)[CH:26]=[CH:25][C:23]=1[NH2:24].N1C=CC=CC=1. Product: [Cl:21][C:22]1[CH:28]=[C:27]([O:29][C:30]2[C:31]3[N:38]([CH3:39])[CH:37]=[CH:36][C:32]=3[N:33]=[CH:34][N:35]=2)[CH:26]=[CH:25][C:23]=1[NH:24][C:8]([NH:9][C:10]1[CH:15]=[CH:14][N:13]=[C:12]([C:16]([F:17])([F:18])[F:19])[CH:11]=1)=[O:20]. The catalyst class is: 60.